From a dataset of Forward reaction prediction with 1.9M reactions from USPTO patents (1976-2016). Predict the product of the given reaction. (1) Given the reactants [CH2:1]([O:3][C:4]([C:6]1[CH:10]=[CH:9][NH:8][C:7]=1[CH3:11])=[O:5])[CH3:2].[F:12][C:13]1[CH:14]=[C:15]([CH:18]=[CH:19][C:20]=1[F:21])[CH2:16]Br, predict the reaction product. The product is: [CH2:1]([O:3][C:4]([C:6]1[CH:10]=[CH:9][N:8]([CH2:16][C:15]2[CH:18]=[CH:19][C:20]([F:21])=[C:13]([F:12])[CH:14]=2)[C:7]=1[CH3:11])=[O:5])[CH3:2]. (2) Given the reactants [F:8][C:7]([F:10])([F:9])[C:6](O[C:6](=[O:11])[C:7]([F:10])([F:9])[F:8])=[O:11].C(N(CC)CC)C.[CH3:21][O:22][NH:23][C:24]([C:26]1[C:27](=[O:60])[C:28]2[CH:33]=[N:32][C:31]([NH:34][C:35]3[CH:40]=[CH:39][C:38]([CH2:41][CH2:42][N:43]4[CH2:48][CH2:47][NH:46][CH2:45][CH2:44]4)=[CH:37][CH:36]=3)=[N:30][C:29]=2[N:49]([C:51]2[CH:52]=[C:53]3[C:57](=[CH:58][CH:59]=2)[CH2:56][CH2:55][CH2:54]3)[CH:50]=1)=[O:25], predict the reaction product. The product is: [CH3:21][O:22][NH:23][C:24]([C:26]1[C:27](=[O:60])[C:28]2[CH:33]=[N:32][C:31]([NH:34][C:35]3[CH:40]=[CH:39][C:38]([CH2:41][CH2:42][N:43]4[CH2:44][CH2:45][N:46]([C:6](=[O:11])[C:7]([F:8])([F:9])[F:10])[CH2:47][CH2:48]4)=[CH:37][CH:36]=3)=[N:30][C:29]=2[N:49]([C:51]2[CH:52]=[C:53]3[C:57](=[CH:58][CH:59]=2)[CH2:56][CH2:55][CH2:54]3)[CH:50]=1)=[O:25]. (3) Given the reactants [CH:1]1([C:7]2[CH:12]=[CH:11][C:10]([NH2:13])=[CH:9][CH:8]=2)[CH2:6][CH2:5][CH2:4][CH2:3][CH2:2]1.C(OC([NH:21][CH2:22][CH2:23][CH2:24][C@H:25]([NH:29][C:30]([O:32][CH2:33][CH:34]1[C:46]2[CH:45]=[CH:44][CH:43]=[CH:42][C:41]=2[C:40]2[C:35]1=[CH:36][CH:37]=[CH:38][CH:39]=2)=[O:31])[C:26](O)=[O:27])=O)(C)(C)C, predict the reaction product. The product is: [CH:36]1[C:35]2[CH:34]([CH2:33][O:32][C:30](=[O:31])[NH:29][C@H:25]([C:26](=[O:27])[NH:13][C:10]3[CH:9]=[CH:8][C:7]([CH:1]4[CH2:2][CH2:3][CH2:4][CH2:5][CH2:6]4)=[CH:12][CH:11]=3)[CH2:24][CH2:23][CH2:22][NH2:21])[C:46]3[C:41](=[CH:42][CH:43]=[CH:44][CH:45]=3)[C:40]=2[CH:39]=[CH:38][CH:37]=1. (4) Given the reactants [Mg].BrCCBr.Br[C:7]1[CH:8]=[C:9]([CH3:19])[C:10]([N:13]2[CH2:18][CH2:17][O:16][CH2:15][CH2:14]2)=[N:11][CH:12]=1.[B:20](OC)([O:23]C)[O:21]C.Cl, predict the reaction product. The product is: [CH3:19][C:9]1[CH:8]=[C:7]([B:20]([OH:23])[OH:21])[CH:12]=[N:11][C:10]=1[N:13]1[CH2:18][CH2:17][O:16][CH2:15][CH2:14]1.